Dataset: Full USPTO retrosynthesis dataset with 1.9M reactions from patents (1976-2016). Task: Predict the reactants needed to synthesize the given product. (1) The reactants are: [C:1]([O:5][C:6]([N:8]([CH:13](OC)[C:14](=[O:17])NC)[CH2:9][C:10]([OH:12])=[O:11])=[O:7])([CH3:4])([CH3:3])[CH3:2].[CH3:20][Mg]Br.CCOCC. Given the product [C:1]([O:5][C:6]([N:8]([CH2:13][C:14](=[O:17])[CH3:20])[CH2:9][C:10]([OH:12])=[O:11])=[O:7])([CH3:4])([CH3:3])[CH3:2], predict the reactants needed to synthesize it. (2) Given the product [CH2:1]([O:3][C:4]([CH2:6][S:7]([Cl:13])(=[O:10])=[O:8])=[O:5])[CH3:2], predict the reactants needed to synthesize it. The reactants are: [CH2:1]([O:3][C:4]([CH2:6][S:7]([OH:10])(=O)=[O:8])=[O:5])[CH3:2].O=P(Cl)(Cl)[Cl:13]. (3) Given the product [F:14][C:6]([F:1])([C:7]([F:13])([F:12])[C:8]([F:11])([F:10])[F:9])[C:5]([CH2:24][CH:23]=[CH2:22])([C:15]([F:16])([F:17])[F:18])[C:4]([F:19])([F:20])[F:3], predict the reactants needed to synthesize it. The reactants are: [F-:1].[Cs+].[F:3][C:4]([F:20])([F:19])[C:5]([C:15]([F:18])([F:17])[F:16])=[C:6]([F:14])[C:7]([F:13])([F:12])[C:8]([F:11])([F:10])[F:9].F[C:22](F)(F)[C:23](F)=[C:24](F)C(F)(C(F)(F)F)C(F)(F)F.C(Br)C=C. (4) Given the product [Cl:21][C:22]1[CH:30]=[C:29]([Cl:31])[CH:28]=[CH:27][C:23]=1[C:24]([NH:2][CH2:3][C:4](=[O:5])[NH:6][CH:7]([C:14]1[CH:19]=[CH:18][C:17]([Cl:20])=[CH:16][CH:15]=1)[C:8]1[CH:13]=[CH:12][CH:11]=[CH:10][CH:9]=1)=[O:25], predict the reactants needed to synthesize it. The reactants are: Cl.[NH2:2][CH2:3][C:4]([NH:6][CH:7]([C:14]1[CH:19]=[CH:18][C:17]([Cl:20])=[CH:16][CH:15]=1)[C:8]1[CH:13]=[CH:12][CH:11]=[CH:10][CH:9]=1)=[O:5].[Cl:21][C:22]1[CH:30]=[C:29]([Cl:31])[CH:28]=[CH:27][C:23]=1[C:24](O)=[O:25]. (5) Given the product [Cl:26][C:27]1[N:32]=[CH:31][N:30]=[C:29]([NH:16][C:15]2[CH:17]=[CH:18][C:12]([N:4]3[CH2:5][CH2:6][N:7]([CH:8]4[CH2:9][O:10][CH2:11]4)[C@@H:2]([CH3:1])[CH2:3]3)=[CH:13][CH:14]=2)[N:28]=1, predict the reactants needed to synthesize it. The reactants are: [CH3:1][C@@H:2]1[N:7]([CH:8]2[CH2:11][O:10][CH2:9]2)[CH2:6][CH2:5][N:4]([C:12]2[CH:18]=[CH:17][C:15]([NH2:16])=[CH:14][CH:13]=2)[CH2:3]1.C(N(CC)CC)C.[Cl:26][C:27]1[N:32]=[C:31](Cl)[N:30]=[CH:29][N:28]=1. (6) Given the product [CH2:1]([C:3]([C:7]1[CH:12]=[CH:11][C:10]([NH:13][C:14](=[O:16])[CH3:15])=[C:9]([OH:17])[CH:8]=1)([C:20]1[C:21]2[C:26](=[C:25]([NH:27][S:28]([CH3:31])(=[O:29])=[O:30])[CH:24]=[CH:23][CH:22]=2)[NH:18][CH:19]=1)[CH2:4][CH3:5])[CH3:2], predict the reactants needed to synthesize it. The reactants are: [CH2:1]([C:3]([C:7]1[CH:12]=[CH:11][C:10]([NH:13][C:14](=[O:16])[CH3:15])=[C:9]([OH:17])[CH:8]=1)(O)[CH2:4][CH3:5])[CH3:2].[NH:18]1[C:26]2[C:21](=[CH:22][CH:23]=[CH:24][C:25]=2[NH:27][S:28]([CH3:31])(=[O:30])=[O:29])[CH:20]=[CH:19]1.C(O)(C(F)(F)F)=O. (7) Given the product [Cl:20][C:12]1[C:11]2[C:6](=[CH:7][C:8]([O:17][CH3:18])=[C:9]([O:15][CH3:16])[CH:10]=2)[N:5]=[C:4]([CH:1]2[CH2:3][CH2:2]2)[N:13]=1, predict the reactants needed to synthesize it. The reactants are: [CH:1]1([C:4]2[N:13]=[C:12](O)[C:11]3[C:6](=[CH:7][C:8]([O:17][CH3:18])=[C:9]([O:15][CH3:16])[CH:10]=3)[N:5]=2)[CH2:3][CH2:2]1.O(Cl)[Cl:20].[P+5]. (8) Given the product [Cl:5][C:6]1[CH:7]=[CH:8][C:9]([CH:10]=[C:11]2[NH:15][C:14](=[O:16])[C:13](=[N:1][OH:3])[C:12]2=[O:17])=[CH:18][CH:19]=1, predict the reactants needed to synthesize it. The reactants are: [N:1]([O-:3])=O.[Na+].[Cl:5][C:6]1[CH:19]=[CH:18][C:9]([CH:10]=[C:11]2[NH:15][C:14](=[O:16])[CH:13]=[C:12]2[OH:17])=[CH:8][CH:7]=1.